Dataset: Peptide-MHC class I binding affinity with 185,985 pairs from IEDB/IMGT. Task: Regression. Given a peptide amino acid sequence and an MHC pseudo amino acid sequence, predict their binding affinity value. This is MHC class I binding data. (1) The peptide sequence is LTVWGTKNL. The MHC is Mamu-A01 with pseudo-sequence Mamu-A01. The binding affinity (normalized) is 0.0439. (2) The peptide sequence is SMYSTVATS. The MHC is HLA-A02:03 with pseudo-sequence HLA-A02:03. The binding affinity (normalized) is 0.341. (3) The peptide sequence is TMMRHRREL. The MHC is HLA-A02:12 with pseudo-sequence HLA-A02:12. The binding affinity (normalized) is 0.0847. (4) The binding affinity (normalized) is 0.221. The peptide sequence is SSVQLSNNK. The MHC is HLA-A31:01 with pseudo-sequence HLA-A31:01. (5) The MHC is HLA-B15:17 with pseudo-sequence HLA-B15:17. The binding affinity (normalized) is 0.0847. The peptide sequence is IFLIITKVF.